This data is from Plasma protein binding rate (PPBR) regression data from AstraZeneca. The task is: Regression/Classification. Given a drug SMILES string, predict its absorption, distribution, metabolism, or excretion properties. Task type varies by dataset: regression for continuous measurements (e.g., permeability, clearance, half-life) or binary classification for categorical outcomes (e.g., BBB penetration, CYP inhibition). For this dataset (ppbr_az), we predict Y. (1) The compound is CC(C)(C)NC(=O)CN1CCN(CC(=O)NC23CC4CC(CC(C4)C2)C3)CC1. The Y is 70.1 %. (2) The compound is Cc1cnc(Nc2nc(N[C@@H](C)c3ncc(F)cn3)nc(N3CCOCC3)c2F)s1. The Y is 93.1 %. (3) The drug is COc1ccc2c(O)cc(=O)n(Cc3ccc(-c4ccccc4-c4nn[nH]n4)cc3)c2c1. The Y is 99.9 %. (4) The drug is COc1cnc(-c2ccccn2)nc1N(C)c1ccccc1. The Y is 96.0 %. (5) The molecule is CN1CCN(C(=O)c2cc(Cc3n[nH]c(=O)c4ccccc34)ccc2F)CC1. The Y is 71.0 %. (6) The compound is Cc1ccc(NC(=O)[C@H]2CCCN2S(=O)(=O)c2cccc3cccnc23)c(C)c1. The Y is 97.9 %. (7) The compound is O=C(NC[C@@H](O)CN1CCC(Oc2ccc(Cl)c(Cl)c2)CC1)c1c[nH]c(=O)c2ccccc12. The Y is 98.2 %.